This data is from Experimentally validated miRNA-target interactions with 360,000+ pairs, plus equal number of negative samples. The task is: Binary Classification. Given a miRNA mature sequence and a target amino acid sequence, predict their likelihood of interaction. (1) The miRNA is hsa-miR-206 with sequence UGGAAUGUAAGGAAGUGUGUGG. The protein sequence of the target gene is MSTVHEILCKLSLEGDHSTPPSAYGSVKAYTNFDAERDALNIETAIKTKGVDEVTIVNILTNRSNAQRQDIAFAYQRRTKKELASALKSALSGHLETVILGLLKTPAQYDASELKASMKGLGTDEDSLIEIICSRTNQELQEINRVYKEMYKTDLEKDIISDTSGDFRKLMVALAKGRRAEDGSVIDYELIDQDARDLYDAGVKRKGTDVPKWISIMTERSVPHLQKVFDRYKSYSPYDMLESIRKEVKGDLENAFLNLVQCIQNKPLYFADRLYDSMKGKGTRDKVLIRIMVSRSEVDM.... Result: 1 (interaction). (2) The miRNA is hsa-miR-4740-5p with sequence AGGACUGAUCCUCUCGGGCAGG. The protein sequence of the target gene is MLCRAACSAGRRLGPAASTAGSRHKHSLPDLPYDYGALEPHINAQIMQLHHSKHHATYVNNLNVTEEKYHEALAKGDVTTQVALQPALKFNGGGHINHSIFWTNLSPKGGGEPKGELLEAIKRDFGSFEKFKEKLTAVSVGVQGSGWGWLGFNKEQGRLQIAACSNQDPLQGTTGLIPLLGIDVWEHAYYLQYKNVRPDYLKAIWNVINWENVSQRYIVCKK. Result: 0 (no interaction). (3) The miRNA is mmu-miR-471-5p with sequence UACGUAGUAUAGUGCUUUUCAC. The protein sequence of the target gene is MAEEQVNRSAGLAPDCEASATAETTVSSVGTCEAAGKSPEPKDYDSTCVFCRIAGRQDPGTELLHCENEDLICFKDIKPAATHHYLVVPKKHIGNCRTLRKDQVELVENMVTVGKTILERNNFTDFTNVRMGFHMPPFCSISHLHLHVLAPVDQLGFLSKLVYRVNSYWFITADHLIEKLRT. Result: 0 (no interaction). (4) The protein sequence of the target gene is MLDGPLFSEGPDSPRELQDEESGSCLWVQKSKLLVIEVKTISCHYSRRAPSRQSMDIQASYWARGPQSRTCRLRPGSPEPPPRRPWASRVLQEATNWRAGPPAEVRAREQEKRKAASQEREAKETERKRRKAGGARRSPLGQPRPEPRNALRAAQPTGFPVFSRPERFGQVGRAPRPSVLPQGDPGVAWAGPWGGRRPGPPSYEAHLLLRGSAGTAPRRRWDRPPPYVAPPSYEGPHRTLGTKRGPELSRAPTSSAPVPATTRTEGGRTKKRLDPRIYRDVLGAWGLRQGRGLLGGAPGC.... The miRNA is hsa-miR-6789-3p with sequence CGGCGCCCGUGUCUCCUCCAG. Result: 0 (no interaction).